Dataset: Reaction yield outcomes from USPTO patents with 853,638 reactions. Task: Predict the reaction yield, written as a fraction of the theoretical maximum amount of product (1.0 means a 100% yield; for example, 0.34 means a 34% yield). (1) The reactants are [CH2:1]([N:8]1[CH2:13][CH2:12][CH:11]([C:14]2[CH:19]=[CH:18][CH:17]=[CH:16][C:15]=2OC)[C:10](=[O:22])[CH2:9]1)[C:2]1[CH:7]=[CH:6][CH:5]=[CH:4][CH:3]=1.Br.[OH-].[NH4+]. The catalyst is C(O)(=O)C. The product is [CH2:1]([N:8]1[CH2:13][CH2:12][C:11]2[C:14]3[CH:19]=[CH:18][CH:17]=[CH:16][C:15]=3[O:22][C:10]=2[CH2:9]1)[C:2]1[CH:3]=[CH:4][CH:5]=[CH:6][CH:7]=1. The yield is 0.330. (2) The reactants are Br[C:2]1[CH:7]=[CH:6][C:5]([C:8]2([O:11][CH:12]([CH3:14])[CH3:13])[CH2:10][CH2:9]2)=[C:4]([CH2:15][CH3:16])[CH:3]=1.[CH3:17][Si:18]([C:21]#[CH:22])([CH3:20])[CH3:19]. The catalyst is C(N(CC)CC)C.[Cu]I.Cl[Pd](Cl)([P](C1C=CC=CC=1)(C1C=CC=CC=1)C1C=CC=CC=1)[P](C1C=CC=CC=1)(C1C=CC=CC=1)C1C=CC=CC=1. The product is [CH:12]([O:11][C:8]1([C:5]2[CH:6]=[CH:7][C:2]([C:22]#[C:21][Si:18]([CH3:20])([CH3:19])[CH3:17])=[CH:3][C:4]=2[CH2:15][CH3:16])[CH2:10][CH2:9]1)([CH3:14])[CH3:13]. The yield is 0.990. (3) The reactants are Br[C:2]1[CH:3]=[C:4]([NH:9][CH2:10][CH2:11][N:12]([CH3:14])[CH3:13])[CH:5]=[C:6]([F:8])[CH:7]=1.[B:15]1([B:15]2[O:19][C:18]([CH3:21])([CH3:20])[C:17]([CH3:23])([CH3:22])[O:16]2)[O:19][C:18]([CH3:21])([CH3:20])[C:17]([CH3:23])([CH3:22])[O:16]1.CC([O-])=O.[K+]. The catalyst is C1C=CC(P(C2C=CC=CC=2)[C-]2C=CC=C2)=CC=1.C1C=CC(P(C2C=CC=CC=2)[C-]2C=CC=C2)=CC=1.Cl[Pd]Cl.[Fe+2].O1CCOCC1. The product is [F:8][C:6]1[CH:5]=[C:4]([NH:9][CH2:10][CH2:11][N:12]([CH3:14])[CH3:13])[CH:3]=[C:2]([B:15]2[O:19][C:18]([CH3:21])([CH3:20])[C:17]([CH3:23])([CH3:22])[O:16]2)[CH:7]=1. The yield is 0.482. (4) The reactants are Br[C:2]1[CH:3]=[CH:4][C:5]2[N:6]([C:8]([C:11]3[CH:20]=[CH:19][C:18]4[C:13](=[C:14]([O:21][Si](C(C)(C)C)(C)C)[CH:15]=[CH:16][CH:17]=4)[N:12]=3)=[N:9][N:10]=2)[CH:7]=1.[C:29]1(B(O)O)[CH:34]=[CH:33][CH:32]=[CH:31][CH:30]=1.C([O-])([O-])=O.[Na+].[Na+]. The catalyst is C1C=CC([P]([Pd]([P](C2C=CC=CC=2)(C2C=CC=CC=2)C2C=CC=CC=2)([P](C2C=CC=CC=2)(C2C=CC=CC=2)C2C=CC=CC=2)[P](C2C=CC=CC=2)(C2C=CC=CC=2)C2C=CC=CC=2)(C2C=CC=CC=2)C2C=CC=CC=2)=CC=1.O1CCOCC1. The product is [C:29]1([C:2]2[CH:3]=[CH:4][C:5]3[N:6]([C:8]([C:11]4[CH:20]=[CH:19][C:18]5[C:13](=[C:14]([OH:21])[CH:15]=[CH:16][CH:17]=5)[N:12]=4)=[N:9][N:10]=3)[CH:7]=2)[CH:34]=[CH:33][CH:32]=[CH:31][CH:30]=1. The yield is 0.371. (5) The reactants are [C:1]([O:5][C:6](=[O:33])[CH2:7][NH:8][CH2:9][C:10]1[CH:15]=[CH:14][C:13]([C:16]2[CH:17]=[N:18][C:19]([CH2:22][C:23]3[CH:28]=[CH:27][C:26]([O:29][CH2:30][CH2:31]Cl)=[CH:25][CH:24]=3)=[N:20][CH:21]=2)=[CH:12][CH:11]=1)([CH3:4])([CH3:3])[CH3:2].[I-].[Na+].[O:36]1[CH2:40][CH2:39][CH2:38][CH:37]1[C:41]([N:43]1[CH2:48][CH2:47][NH:46][CH2:45][CH2:44]1)=[O:42]. The catalyst is CN(C=O)C. The product is [C:1]([O:5][C:6](=[O:33])[CH2:7][NH:8][CH2:9][C:10]1[CH:15]=[CH:14][C:13]([C:16]2[CH:17]=[N:18][C:19]([CH2:22][C:23]3[CH:28]=[CH:27][C:26]([O:29][CH2:30][CH2:31][N:46]4[CH2:47][CH2:48][N:43]([C:41]([CH:37]5[CH2:38][CH2:39][CH2:40][O:36]5)=[O:42])[CH2:44][CH2:45]4)=[CH:25][CH:24]=3)=[N:20][CH:21]=2)=[CH:12][CH:11]=1)([CH3:4])([CH3:3])[CH3:2]. The yield is 0.510. (6) The reactants are [SH:1][C:2]1[NH:3][C:4]2[CH:10]=[CH:9][CH:8]=[CH:7][C:5]=2[N:6]=1.[H-].[Na+].[N+]([C:16]1[O:20][C:19]([CH:21]=[O:22])=[CH:18][CH:17]=1)([O-])=O. The catalyst is CC#N.CN(C=O)C.CC#N. The product is [NH:3]1[C:4]2[CH:10]=[CH:9][CH:8]=[CH:7][C:5]=2[N:6]=[C:2]1[S:1][C:16]1[O:20][C:19]([CH:21]=[O:22])=[CH:18][CH:17]=1. The yield is 0.880. (7) The reactants are Br[CH2:2][CH2:3][CH2:4][CH2:5][CH2:6][CH2:7][C:8]([O:10][CH2:11][CH3:12])=[O:9].[C:13]1([C:20]2[CH:25]=[CH:24][CH:23]=[CH:22][CH:21]=2)[CH:18]=[CH:17][C:16]([OH:19])=[CH:15][CH:14]=1.C([O-])([O-])=O.[Cs+].[Cs+]. The catalyst is CN(C=O)C. The product is [C:13]1([C:20]2[CH:25]=[CH:24][CH:23]=[CH:22][CH:21]=2)[CH:14]=[CH:15][C:16]([O:19][CH2:2][CH2:3][CH2:4][CH2:5][CH2:6][CH2:7][C:8]([O:10][CH2:11][CH3:12])=[O:9])=[CH:17][CH:18]=1. The yield is 0.980. (8) The reactants are [O:1]=[C:2]1[C:10]2[CH:9]=[CH:8][CH:7]=[C:6]([C:11]#[N:12])[C:5]=2[CH2:4][CH2:3]1.[BH4-].[Na+]. The product is [OH:1][CH:2]1[C:10]2[CH:9]=[CH:8][CH:7]=[C:6]([C:11]#[N:12])[C:5]=2[CH2:4][CH2:3]1. The yield is 0.800. The catalyst is C(O)C. (9) The yield is 0.450. The reactants are Cl[CH2:2][C:3]1[CH:4]=[C:5]([O:12][CH3:13])[C:6]2[O:10][CH2:9][O:8][C:7]=2[CH:11]=1.[C-:14]#[N:15].[Na+].O. The product is [CH3:13][O:12][C:5]1[C:6]2[O:10][CH2:9][O:8][C:7]=2[CH:11]=[C:3]([CH2:2][C:14]#[N:15])[CH:4]=1. The catalyst is CS(C)=O.